This data is from Reaction yield outcomes from USPTO patents with 853,638 reactions. The task is: Predict the reaction yield, written as a fraction of the theoretical maximum amount of product (1.0 means a 100% yield; for example, 0.34 means a 34% yield). (1) The reactants are [Cl:1][C:2]1[CH:3]=[C:4]([NH:16][C:17]2[C:26]3[C:21](=[CH:22][CH:23]=[CH:24][C:25]=3[O:27][CH2:28][C@H:29]3[CH2:33][CH2:32][NH:31][CH2:30]3)[N:20]=[CH:19][N:18]=2)[CH:5]=[CH:6][C:7]=1[O:8][CH2:9][C:10]1[CH:15]=[CH:14][CH:13]=[CH:12][N:11]=1.CN(C(ON1N=NC2C=CC=NC1=2)=[N+](C)C)C.F[P-](F)(F)(F)(F)F.[C:58](O)(=[O:61])[CH2:59][OH:60]. No catalyst specified. The product is [Cl:1][C:2]1[CH:3]=[C:4]([NH:16][C:17]2[C:26]3[C:21](=[CH:22][CH:23]=[CH:24][C:25]=3[O:27][CH2:28][C@H:29]3[CH2:33][CH2:32][N:31]([C:59](=[O:60])[CH2:58][OH:61])[CH2:30]3)[N:20]=[CH:19][N:18]=2)[CH:5]=[CH:6][C:7]=1[O:8][CH2:9][C:10]1[CH:15]=[CH:14][CH:13]=[CH:12][N:11]=1. The yield is 0.480. (2) The reactants are Cl.Cl.[NH:3]([C:5]1[NH:9][N:8]=[N:7][N:6]=1)[NH2:4].C([O-])(=O)C.[Na+].[CH2:15]([O:17][C:18]1(O[Si](C)(C)C)[CH2:20][CH2:19]1)[CH3:16]. The catalyst is C(O)C. The product is [CH2:15]([O:17][C:18]1([NH:4][NH:3][C:5]2[NH:9][N:8]=[N:7][N:6]=2)[CH2:20][CH2:19]1)[CH3:16]. The yield is 0.180. (3) The reactants are [CH3:1][N:2]1[CH:6]=[C:5]([C:7]2[CH:8]=[CH:9][C:10]3[N:11]([C:13]([SH:16])=[N:14][N:15]=3)[N:12]=2)[CH:4]=[N:3]1.I[C:18]1[CH:26]=[CH:25][C:24]2[C:20](=[CH:21][N:22]([CH3:27])[N:23]=2)[CH:19]=1.C1(P(C2C=CC=CC=2)C2C3OC4C(=CC=CC=4P(C4C=CC=CC=4)C4C=CC=CC=4)C(C)(C)C=3C=CC=2)C=CC=CC=1.C(N(C(C)C)CC)(C)C. The catalyst is CN(C=O)C.C(Cl)Cl.[Pd].[Pd].C(=CC(C=CC1C=CC=CC=1)=O)C1C=CC=CC=1.C(=CC(C=CC1C=CC=CC=1)=O)C1C=CC=CC=1.C(=CC(C=CC1C=CC=CC=1)=O)C1C=CC=CC=1. The product is [CH3:1][N:2]1[CH:6]=[C:5]([C:7]2[CH:8]=[CH:9][C:10]3[N:11]([C:13]([S:16][C:18]4[CH:26]=[CH:25][C:24]5[C:20](=[CH:21][N:22]([CH3:27])[N:23]=5)[CH:19]=4)=[N:14][N:15]=3)[N:12]=2)[CH:4]=[N:3]1. The yield is 0.525. (4) The reactants are [OH-].[K+].[CH2:3]([O:5][C:6](=[O:27])[C:7]([CH2:16][C:17]1[C:25]2[C:20](=[C:21]([Cl:26])[CH:22]=[CH:23][CH:24]=2)[NH:19][CH:18]=1)([NH:13][CH:14]=[O:15])[C:8]([O:10][CH2:11][CH3:12])=[O:9])[CH3:4].[CH3:28]I. The catalyst is CS(C)=O. The product is [CH2:11]([O:10][C:8](=[O:9])[C:7]([CH2:16][C:17]1[C:25]2[C:20](=[C:21]([Cl:26])[CH:22]=[CH:23][CH:24]=2)[N:19]([CH3:28])[CH:18]=1)([NH:13][CH:14]=[O:15])[C:6]([O:5][CH2:3][CH3:4])=[O:27])[CH3:12]. The yield is 0.770.